Task: Predict the product of the given reaction.. Dataset: Forward reaction prediction with 1.9M reactions from USPTO patents (1976-2016) (1) Given the reactants [Cl:1][C:2]1[CH:13]=[CH:12][C:5]([C:6](N(OC)C)=[O:7])=[C:4]([I:14])[CH:3]=1.[F-].[Cs+].[F:17][C:18]([Si](C)(C)C)([F:20])[F:19].[F-].C([N+](CCCC)(CCCC)CCCC)CCC, predict the reaction product. The product is: [Cl:1][C:2]1[CH:13]=[CH:12][C:5]([C:6](=[O:7])[C:18]([F:20])([F:19])[F:17])=[C:4]([I:14])[CH:3]=1. (2) Given the reactants [C:1]([C:4]1[C:5]([NH:11][C:12]2[CH:21]=[CH:20][C:15]([C:16]([O:18]C)=[O:17])=[CH:14][CH:13]=2)=[N:6][C:7]([Cl:10])=[CH:8][CH:9]=1)(=[O:3])[NH2:2].[OH-].[Na+].Cl, predict the reaction product. The product is: [C:1]([C:4]1[C:5]([NH:11][C:12]2[CH:21]=[CH:20][C:15]([C:16]([OH:18])=[O:17])=[CH:14][CH:13]=2)=[N:6][C:7]([Cl:10])=[CH:8][CH:9]=1)(=[O:3])[NH2:2]. (3) The product is: [CH2:6]([C@H:2]([NH2:1])[C:3]([OH:5])=[O:4])[CH2:7][C:8]([NH:10][C@H:11]([C:14]([NH:16][CH2:17][C:18]([OH:20])=[O:19])=[O:15])[CH2:12][S:13][N:21]=[O:22])=[O:9]. Given the reactants [NH2:1][C@@H:2]([CH2:6][CH2:7][C:8]([NH:10][C@H:11]([C:14]([NH:16][CH2:17][C:18]([OH:20])=[O:19])=[O:15])[CH2:12][SH:13])=[O:9])[C:3]([OH:5])=[O:4].[N:21]([O-])=[O:22].[Na+], predict the reaction product. (4) Given the reactants [Br:1][C:2]1[N:3]=[C:4]([CH2:22][C:23]([OH:25])=O)[N:5]([C:15]2[CH:20]=[CH:19][C:18]([Cl:21])=[CH:17][CH:16]=2)[C:6]=1[C:7]1[C:12]([F:13])=[CH:11][CH:10]=[CH:9][C:8]=1[F:14].CN.C[CH2:29][N:30]=C=NCCCN(C)C.Cl, predict the reaction product. The product is: [Br:1][C:2]1[N:3]=[C:4]([CH2:22][C:23]([NH:30][CH3:29])=[O:25])[N:5]([C:15]2[CH:16]=[CH:17][C:18]([Cl:21])=[CH:19][CH:20]=2)[C:6]=1[C:7]1[C:8]([F:14])=[CH:9][CH:10]=[CH:11][C:12]=1[F:13]. (5) The product is: [Ca:34].[CH2:1]([N:3]([C:21]1[CH:22]=[CH:23][CH:24]=[CH:25][CH:26]=1)[C:4]([C:6]1[C:7](=[O:20])[N:8]([CH3:19])[C:9]2[C:14]([C:15]=1[OH:16])=[C:13]([CH2:17][CH3:18])[CH:12]=[CH:11][CH:10]=2)=[O:5])[CH3:2]. Given the reactants [CH2:1]([N:3]([C:21]1[CH:26]=[CH:25][CH:24]=[CH:23][CH:22]=1)[C:4]([C:6]1[C:7](=[O:20])[N:8]([CH3:19])[C:9]2[C:14]([C:15]=1[OH:16])=[C:13]([CH2:17][CH3:18])[CH:12]=[CH:11][CH:10]=2)=[O:5])[CH3:2].[OH-].[Na+].O.C([O-])(=O)C.[Ca+2:34].C([O-])(=O)C, predict the reaction product.